From a dataset of Reaction yield outcomes from USPTO patents with 853,638 reactions. Predict the reaction yield, written as a fraction of the theoretical maximum amount of product (1.0 means a 100% yield; for example, 0.34 means a 34% yield). (1) No catalyst specified. The yield is 0.170. The reactants are [Br:1][C:2]1[CH:3]=[CH:4][C:5]2[O:10][C@:9]([CH3:16])([CH:11]([O:14][CH3:15])[O:12][CH3:13])[C@@H:8]3[O:17][C@@H:7]3[C:6]=2[CH:18]=1.[Cl:19][C:20]1[CH:25]=[CH:24][C:23]([NH:26][CH2:27][C:28]2[N:29]=[N:30][N:31]([CH3:33])[N:32]=2)=[CH:22][CH:21]=1. The product is [Br:1][C:2]1[CH:3]=[CH:4][C:5]2[O:10][C@:9]([CH3:16])([CH:11]([O:14][CH3:15])[O:12][CH3:13])[C@H:8]([OH:17])[C@@H:7]([N:26]([C:23]3[CH:24]=[CH:25][C:20]([Cl:19])=[CH:21][CH:22]=3)[CH2:27][C:28]3[N:29]=[N:30][N:31]([CH3:33])[N:32]=3)[C:6]=2[CH:18]=1. (2) The reactants are [CH:1]1([CH2:4][O:5][C:6]2[CH:11]=[CH:10][CH:9]=[C:8]([O:12]CC3C=CC(OC)=CC=3)[C:7]=2[C:22]2[CH:23]=[C:24]([NH:33][CH2:34][CH2:35][NH:36]C(=O)OC(C)(C)C)[C:25]3[CH2:30][O:29][C:28](=[O:31])[NH:27][C:26]=3[N:32]=2)[CH2:3][CH2:2]1.[ClH:44]. The catalyst is O1CCOCC1. The product is [ClH:44].[NH2:36][CH2:35][CH2:34][NH:33][C:24]1[C:25]2[CH2:30][O:29][C:28](=[O:31])[NH:27][C:26]=2[N:32]=[C:22]([C:7]2[C:8]([OH:12])=[CH:9][CH:10]=[CH:11][C:6]=2[O:5][CH2:4][CH:1]2[CH2:3][CH2:2]2)[CH:23]=1. The yield is 0.590.